From a dataset of Peptide-MHC class I binding affinity with 185,985 pairs from IEDB/IMGT. Regression. Given a peptide amino acid sequence and an MHC pseudo amino acid sequence, predict their binding affinity value. This is MHC class I binding data. (1) The binding affinity (normalized) is 0.0847. The peptide sequence is SQFNHWFGE. The MHC is HLA-B46:01 with pseudo-sequence HLA-B46:01. (2) The peptide sequence is FLGKIWPSHK. The MHC is HLA-C06:02 with pseudo-sequence HLA-C06:02. The binding affinity (normalized) is 0. (3) The peptide sequence is KYCWNLLQY. The MHC is HLA-A11:01 with pseudo-sequence HLA-A11:01. The binding affinity (normalized) is 0. (4) The peptide sequence is GSPGDLQTLAL. The MHC is HLA-B42:01 with pseudo-sequence HLA-B42:01. The binding affinity (normalized) is 0.113. (5) The binding affinity (normalized) is 0.588. The MHC is HLA-A26:01 with pseudo-sequence HLA-A26:01. The peptide sequence is AFNCTFEYI. (6) The peptide sequence is RFLYIIKLVF. The MHC is Patr-A0701 with pseudo-sequence Patr-A0701. The binding affinity (normalized) is 0.340. (7) The peptide sequence is FVFEATKLY. The MHC is HLA-B48:01 with pseudo-sequence HLA-B48:01. The binding affinity (normalized) is 0.0847. (8) The peptide sequence is VIILFQRTF. The MHC is HLA-B15:01 with pseudo-sequence HLA-B15:01. The binding affinity (normalized) is 0.